This data is from Reaction yield outcomes from USPTO patents with 853,638 reactions. The task is: Predict the reaction yield, written as a fraction of the theoretical maximum amount of product (1.0 means a 100% yield; for example, 0.34 means a 34% yield). (1) The reactants are [CH3:1][C:2]#[C:3][CH2:4][CH:5]([C@H:7]([OH:26])/[CH:8]=[CH:9]/[C@@H:10]1[C@H:14]2[CH2:15]/[C:16](/[CH2:24][C@H:13]2[CH2:12][C@H:11]1[OH:25])=[CH:17]/[CH2:18][CH2:19][CH2:20][C:21]([OH:23])=[O:22])[CH3:6].N1[CH:31]=[CH:30]N=C1.[Si:32](Cl)([CH2:37][CH3:38])([CH2:35][CH3:36])[CH2:33][CH3:34]. The catalyst is CN(C1C=CN=CC=1)C. The product is [CH3:6][CH:5]([CH2:4][C:3]#[C:2][CH3:1])[C@H:7]([O:26][Si:32]([CH2:30][CH3:31])([CH2:35][CH3:36])[CH2:33][CH3:34])/[CH:8]=[CH:9]/[C@H:10]1[C@H:11]([O:25][Si:32]([CH2:37][CH3:38])([CH2:35][CH3:36])[CH2:33][CH3:34])[CH2:12][C@H:13]2[C@@H:14]1[CH2:15]/[C:16](=[CH:17]/[CH2:18][CH2:19][CH2:20][C:21]([OH:23])=[O:22])/[CH2:24]2. The yield is 0.630. (2) The reactants are [CH:1]1([N:4]([C:12]2[N:17]3[N:18]=[CH:19][CH:20]=[C:16]3[N:15]=[C:14](SC)[N:13]=2)[C:5](=[O:11])[O:6][C:7]([CH3:10])([CH3:9])[CH3:8])[CH2:3][CH2:2]1.[F:23][C:24]([F:36])([F:35])[O:25][C:26]1[CH:27]=[C:28](B(O)O)[CH:29]=[CH:30][CH:31]=1.O1C=CC=C1P(C1OC=CC=1)C1OC=CC=1. The catalyst is S1C=CC=C1C([O-])=O.[Cu+].C1C=CC(/C=C/C(/C=C/C2C=CC=CC=2)=O)=CC=1.C1C=CC(/C=C/C(/C=C/C2C=CC=CC=2)=O)=CC=1.C1C=CC(/C=C/C(/C=C/C2C=CC=CC=2)=O)=CC=1.[Pd].[Pd]. The product is [CH:1]1([N:4]([C:12]2[N:17]3[N:18]=[CH:19][CH:20]=[C:16]3[N:15]=[C:14]([C:28]3[CH:29]=[CH:30][CH:31]=[C:26]([O:25][C:24]([F:23])([F:35])[F:36])[CH:27]=3)[N:13]=2)[C:5](=[O:11])[O:6][C:7]([CH3:10])([CH3:9])[CH3:8])[CH2:3][CH2:2]1. The yield is 0.850.